This data is from Full USPTO retrosynthesis dataset with 1.9M reactions from patents (1976-2016). The task is: Predict the reactants needed to synthesize the given product. (1) Given the product [CH3:1][O:2][C:3]1[CH:4]=[C:5]2[C:10](=[CH:11][C:12]=1[O:13][CH3:14])[N:9]=[CH:8][N:7]=[C:6]2[S:15][C:16]1[CH:17]=[C:18]([NH:19][C:32]([NH:31][C:29]2[N:28]([C:41]3[CH:46]=[CH:45][C:44]([O:47][CH3:48])=[CH:43][CH:42]=3)[N:27]=[C:26]([CH:23]([CH3:25])[CH3:24])[CH:30]=2)=[O:33])[CH:20]=[CH:21][CH:22]=1, predict the reactants needed to synthesize it. The reactants are: [CH3:1][O:2][C:3]1[CH:4]=[C:5]2[C:10](=[CH:11][C:12]=1[O:13][CH3:14])[N:9]=[CH:8][N:7]=[C:6]2[S:15][C:16]1[CH:17]=[C:18]([CH:20]=[CH:21][CH:22]=1)[NH2:19].[CH:23]([C:26]1[CH:30]=[C:29]([NH:31][C:32](=O)[O:33]C2C=CC=CC=2)[N:28]([C:41]2[CH:46]=[CH:45][C:44]([O:47][CH3:48])=[CH:43][CH:42]=2)[N:27]=1)([CH3:25])[CH3:24]. (2) Given the product [CH:1]1[C:6]([N+:7]([O-:9])=[O:8])=[CH:5][C:4]([N+:10]([O-:12])=[O:11])=[C:3]([Cl:13])[CH:2]=1.[CH3:14][CH2:15][N:16]([C:24](/[CH:26]=[CH:27]/[CH3:28])=[O:25])[C:17]1[CH:18]=[CH:19][CH:20]=[CH:21][C:22]=1[CH3:23], predict the reactants needed to synthesize it. The reactants are: [CH:1]1[C:6]([N+:7]([O-:9])=[O:8])=[CH:5][C:4]([N+:10]([O-:12])=[O:11])=[C:3]([Cl:13])[CH:2]=1.[CH3:14][CH2:15][N:16]([C:24](/[CH:26]=[CH:27]/[CH3:28])=[O:25])[C:17]1[CH:18]=[CH:19][CH:20]=[CH:21][C:22]=1[CH3:23]. (3) Given the product [Cl:8][C:9]1[C:18]([N+:19]([O-:21])=[O:20])=[C:17]([NH:37][CH2:36][CH2:35][C:33]2[O:32][N:31]=[C:30]([C:27]3[CH:28]=[CH:29][C:24]([F:23])=[CH:25][CH:26]=3)[CH:34]=2)[C:16]2[C:11](=[CH:12][CH:13]=[CH:14][CH:15]=2)[N:10]=1, predict the reactants needed to synthesize it. The reactants are: C(N(CC)CC)C.[Cl:8][C:9]1[C:18]([N+:19]([O-:21])=[O:20])=[C:17](Cl)[C:16]2[C:11](=[CH:12][CH:13]=[CH:14][CH:15]=2)[N:10]=1.[F:23][C:24]1[CH:29]=[CH:28][C:27]([C:30]2[CH:34]=[C:33]([CH2:35][CH2:36][NH2:37])[O:32][N:31]=2)=[CH:26][CH:25]=1.O. (4) Given the product [CH2:23]([NH:22][C:20]1[CH:19]=[CH:18][C:17]([S:30][C:31]2[CH:32]=[CH:33][C:34]([OH:37])=[CH:35][CH:36]=2)=[C:16]([NH:15][C:2]2[C:3]3[C:8](=[N:7][C:6]([CH2:12][CH2:13][CH3:14])=[CH:5][CH:4]=3)[N:9]=[CH:10][CH:11]=2)[CH:21]=1)[C:24]1[CH:25]=[CH:26][CH:27]=[CH:28][CH:29]=1, predict the reactants needed to synthesize it. The reactants are: Cl[C:2]1[CH:11]=[CH:10][N:9]=[C:8]2[C:3]=1[CH:4]=[CH:5][C:6]([CH2:12][CH2:13][CH3:14])=[N:7]2.[NH2:15][C:16]1[CH:21]=[C:20]([NH:22][CH2:23][C:24]2[CH:29]=[CH:28][CH:27]=[CH:26][CH:25]=2)[CH:19]=[CH:18][C:17]=1[S:30][C:31]1[CH:36]=[CH:35][C:34]([OH:37])=[CH:33][CH:32]=1. (5) Given the product [CH:29]([C:32]1[C:40]2[O:39][CH:38]([CH2:41][NH2:42])[CH2:37][C:36]=2[CH:35]=[CH:34][CH:33]=1)([CH3:31])[CH3:30], predict the reactants needed to synthesize it. The reactants are: CC1C=CC(S(OCC2CC3C=CC=C(C(C)C)C=3O2)(=O)=O)=CC=1.[N-]=[N+]=[N-].[Na+].[CH:29]([C:32]1[C:40]2[O:39][CH:38]([CH2:41][N:42]=[N+]=[N-])[CH2:37][C:36]=2[CH:35]=[CH:34][CH:33]=1)([CH3:31])[CH3:30].[N-]=[N+]=[N-]. (6) Given the product [Br:1][C:2]1[CH:3]=[CH:4][C:5]([CH2:8][NH:15][C:14]2[CH:16]=[CH:17][C:11]([Cl:10])=[CH:12][CH:13]=2)=[N:6][CH:7]=1, predict the reactants needed to synthesize it. The reactants are: [Br:1][C:2]1[CH:3]=[CH:4][C:5]([CH:8]=O)=[N:6][CH:7]=1.[Cl:10][C:11]1[CH:17]=[CH:16][C:14]([NH2:15])=[CH:13][CH:12]=1.C([SiH](CC)CC)C.FC(F)(F)C(O)=O. (7) Given the product [Br:1][C:2]1[CH:11]=[C:10]2[C:5]([C:6]([NH:19][C:18]3[CH:20]=[CH:21][C:22]([CH3:24])=[CH:23][C:17]=3[F:16])=[C:7]([C:12]([NH2:14])=[O:13])[N:8]=[N:9]2)=[CH:4][CH:3]=1, predict the reactants needed to synthesize it. The reactants are: [Br:1][C:2]1[CH:11]=[C:10]2[C:5]([C:6](Cl)=[C:7]([C:12]([NH2:14])=[O:13])[N:8]=[N:9]2)=[CH:4][CH:3]=1.[F:16][C:17]1[CH:23]=[C:22]([CH3:24])[CH:21]=[CH:20][C:18]=1[NH2:19].C(O)(=O)C.